From a dataset of Catalyst prediction with 721,799 reactions and 888 catalyst types from USPTO. Predict which catalyst facilitates the given reaction. (1) Reactant: [CH:1]1[C:10]2[CH2:9][CH2:8][CH2:7][CH2:6][C:5]=2[CH:4]=[CH:3][C:2]=1[NH:11][NH2:12].[C:13](OCC)(=[O:18])[CH2:14][C:15]([CH3:17])=O. Product: [CH3:17][C:15]1[CH2:14][C:13](=[O:18])[N:11]([C:2]2[CH:3]=[CH:4][C:5]3[CH2:6][CH2:7][CH2:8][CH2:9][C:10]=3[CH:1]=2)[N:12]=1. The catalyst class is: 15. (2) Reactant: [NH2:1][C:2]1[C:11](Br)=[N:10][C:9]([Br:13])=[CH:8][C:3]=1[C:4]([O:6][CH3:7])=[O:5].[Cl:14][C:15]1[CH:16]=[C:17](B(O)O)[CH:18]=[CH:19][C:20]=1[O:21][CH3:22].[F-].[Cs+]. Product: [NH2:1][C:2]1[C:11]([C:17]2[CH:18]=[CH:19][C:20]([O:21][CH3:22])=[C:15]([Cl:14])[CH:16]=2)=[N:10][C:9]([Br:13])=[CH:8][C:3]=1[C:4]([O:6][CH3:7])=[O:5]. The catalyst class is: 73. (3) Reactant: [NH2:1][C:2]1[S:3][CH:4]=[C:5](/[C:7](=[N:26]/[O:27][CH3:28])/[C:8]([NH:10][CH:11]2[C:24](=[O:25])[N:13]3[C:14]([C:21]([OH:23])=[O:22])=[C:15]([CH2:18][O:19][CH3:20])[CH2:16][S:17][C@H:12]23)=[O:9])[N:6]=1.N12[CH2:39][CH2:38][CH2:37]N=C1CCCCC2.[C:40](=[O:49])([O-:48])[O:41][C:42](CCI)(C)[CH3:43].C(OCC)(=O)C. Product: [CH:38]([O:49][C:40]([O:41][CH:42]([O:22][C:21]([C:14]1[N:13]2[C:24](=[O:25])[CH:11]([NH:10][C:8](=[O:9])/[C:7](/[C:5]3[N:6]=[C:2]([NH2:1])[S:3][CH:4]=3)=[N:26]\[O:27][CH3:28])[C@H:12]2[S:17][CH2:16][C:15]=1[CH2:18][O:19][CH3:20])=[O:23])[CH3:43])=[O:48])([CH3:37])[CH3:39]. The catalyst class is: 395. (4) Reactant: [F:1][C:2]1[C:3]([O:19]COC)=[C:4]([C:12](=[O:18])[C:13]([O:15][CH2:16][CH3:17])=[O:14])[C:5]([C:8]([F:11])([F:10])[F:9])=[CH:6][CH:7]=1.C1(C)C=CC(S(O)(=O)=O)=CC=1. Product: [F:1][C:2]1[C:3]([OH:19])=[C:4]([C:12](=[O:18])[C:13]([O:15][CH2:16][CH3:17])=[O:14])[C:5]([C:8]([F:11])([F:10])[F:9])=[CH:6][CH:7]=1. The catalyst class is: 429.